This data is from Full USPTO retrosynthesis dataset with 1.9M reactions from patents (1976-2016). The task is: Predict the reactants needed to synthesize the given product. (1) Given the product [F:3][C:4]1[C:24]([N:25]2[CH2:29][CH2:28][CH2:27][C@H:26]2[CH2:30][NH:31][C:32]2[CH:33]=[CH:34][CH:35]=[CH:36][CH:37]=2)=[CH:23][C:7]2[C:8]3[C:9](=[O:22])[C:10]([C:17]([OH:19])=[O:18])=[CH:11][N:12]([CH3:16])[C:13]=3[CH:14]=[N:15][C:6]=2[CH:5]=1, predict the reactants needed to synthesize it. The reactants are: [OH-].[K+].[F:3][C:4]1[C:24]([N:25]2[CH2:29][CH2:28][CH2:27][C@H:26]2[CH2:30][NH:31][C:32]2[CH:37]=[CH:36][CH:35]=[CH:34][CH:33]=2)=[CH:23][C:7]2[C:8]3[C:9](=[O:22])[C:10]([C:17]([O:19]CC)=[O:18])=[CH:11][N:12]([CH3:16])[C:13]=3[CH:14]=[N:15][C:6]=2[CH:5]=1.Cl. (2) Given the product [CH3:16][N:17]1[CH:21]=[C:20]([C:8]2[N:13]=[CH:12][C:11]([C:14]#[N:15])=[CH:10][CH:9]=2)[CH:19]=[N:18]1, predict the reactants needed to synthesize it. The reactants are: C(=O)([O-])[O-].[Na+].[Na+].Cl[C:8]1[N:13]=[CH:12][C:11]([C:14]#[N:15])=[CH:10][CH:9]=1.[CH3:16][N:17]1[CH:21]=[C:20](B2OC(C)(C)C(C)(C)O2)[CH:19]=[N:18]1. (3) The reactants are: [Cl:1][C:2]1[CH:7]=[CH:6][C:5]([N:8]2[C:16]([C:17](=[O:20])[NH:18][CH3:19])=[C:15]3[C:10]([CH:11]=[C:12]([N:24]([S:38]([CH3:41])(=[O:40])=[O:39])[CH2:25][CH2:26][CH:27]4[CH2:30][N:29](C(OC(C)(C)C)=O)[CH2:28]4)[C:13]([CH:21]4[CH2:23][CH2:22]4)=[CH:14]3)=[N:9]2)=[CH:4][CH:3]=1.C(O)(C(F)(F)F)=O. Given the product [NH:29]1[CH2:30][CH:27]([CH2:26][CH2:25][N:24]([S:38]([CH3:41])(=[O:40])=[O:39])[C:12]2[C:13]([CH:21]3[CH2:22][CH2:23]3)=[CH:14][C:15]3[C:10]([CH:11]=2)=[N:9][N:8]([C:5]2[CH:4]=[CH:3][C:2]([Cl:1])=[CH:7][CH:6]=2)[C:16]=3[C:17]([NH:18][CH3:19])=[O:20])[CH2:28]1, predict the reactants needed to synthesize it. (4) Given the product [CH3:43][C:33]1([CH3:44])[C@H:34]([C:36]([N:38]2[CH2:39][CH2:40][CH2:41][CH2:42]2)=[O:37])[CH2:35][C@@H:32]1[NH:31][C:30]([C@:14]12[CH2:26][CH2:25][C@@H:24]([C:27]([CH3:29])=[CH2:28])[C@@H:15]1[C@@H:16]1[C@@:11]([CH3:46])([CH2:12][CH2:13]2)[C@@:10]2([CH3:47])[C@@H:19]([C@:20]3([CH3:23])[C@@H:7]([CH2:8][CH2:9]2)[C:6]([CH3:48])([CH3:49])[C@@H:5]([OH:4])[CH2:22][CH2:21]3)[CH2:18][CH2:17]1)=[O:45], predict the reactants needed to synthesize it. The reactants are: C([O:4][C@H:5]1[CH2:22][CH2:21][C@@:20]2([CH3:23])[C@@H:7]([CH2:8][CH2:9][C@:10]3([CH3:47])[C@@H:19]2[CH2:18][CH2:17][C@H:16]2[C@@:11]3([CH3:46])[CH2:12][CH2:13][C@@:14]3([C:30](=[O:45])[NH:31][C@H:32]4[CH2:35][C@@H:34]([C:36]([N:38]5[CH2:42][CH2:41][CH2:40][CH2:39]5)=[O:37])[C:33]4([CH3:44])[CH3:43])[CH2:26][CH2:25][C@@H:24]([C:27]([CH3:29])=[CH2:28])[C@@H:15]32)[C:6]1([CH3:49])[CH3:48])(=O)C.[OH-].[Na+].